From a dataset of Reaction yield outcomes from USPTO patents with 853,638 reactions. Predict the reaction yield, written as a fraction of the theoretical maximum amount of product (1.0 means a 100% yield; for example, 0.34 means a 34% yield). (1) The reactants are I[C:2]1[CH:3]=[CH:4][CH:5]=[C:6]2[C:10]=1[NH:9][C:8](=[O:11])[C:7]2=[O:12].[S:13]1[CH:17]=[CH:16][C:15](B(O)O)=[CH:14]1.C(=O)([O-])O.[Na+]. The catalyst is COCCOC.O.C1C=CC([P]([Pd]([P](C2C=CC=CC=2)(C2C=CC=CC=2)C2C=CC=CC=2)([P](C2C=CC=CC=2)(C2C=CC=CC=2)C2C=CC=CC=2)[P](C2C=CC=CC=2)(C2C=CC=CC=2)C2C=CC=CC=2)(C2C=CC=CC=2)C2C=CC=CC=2)=CC=1. The product is [S:13]1[CH:17]=[CH:16][C:15]([C:2]2[CH:3]=[CH:4][CH:5]=[C:6]3[C:10]=2[NH:9][C:8](=[O:11])[C:7]3=[O:12])=[CH:14]1. The yield is 0.572. (2) No catalyst specified. The product is [F:11][C:12]1[CH:17]=[CH:16][C:15]([C:18]2[N:22]=[C:21]([NH:23][C:6](=[O:7])[C:5]3[CH:9]=[CH:10][C:2]([I:1])=[CH:3][CH:4]=3)[S:20][N:19]=2)=[CH:14][C:13]=1[C:24]([F:25])([F:26])[F:27]. The reactants are [I:1][C:2]1[CH:10]=[CH:9][C:5]([C:6](Cl)=[O:7])=[CH:4][CH:3]=1.[F:11][C:12]1[CH:17]=[CH:16][C:15]([C:18]2[N:22]=[C:21]([NH2:23])[S:20][N:19]=2)=[CH:14][C:13]=1[C:24]([F:27])([F:26])[F:25]. The yield is 0.860. (3) The yield is 1.00. The catalyst is C(O)C.[Pt](=O)=O. The product is [NH2:1][C:2](=[O:22])[CH2:3][CH:4]([C:15]1[CH:16]=[CH:17][C:18]([Br:21])=[CH:19][CH:20]=1)[C:5]([OH:7])=[O:6]. The reactants are [NH2:1][C:2](=[O:22])[CH2:3][CH:4]([C:15]1[CH:20]=[CH:19][C:18]([Br:21])=[CH:17][CH:16]=1)[C:5]([O:7]CC1C=CC=CC=1)=[O:6]. (4) The reactants are Br[C:2]1[CH:3]=[C:4]2[C:9](=[CH:10][CH:11]=1)[CH:8]=[N:7][C:6]([Cl:12])=[CH:5]2.[C:13]([Si:15]([CH3:18])([CH3:17])[CH3:16])#[CH:14].C(N(CC)CC)C.C1(P(C2C=CC=CC=2)C2C=CC=CC=2)C=CC=CC=1. The catalyst is CN(C=O)C.C(OCC)(=O)C.[Cu](I)I.C([O-])(=O)C.[Pd+2].C([O-])(=O)C. The product is [Cl:12][C:6]1[N:7]=[CH:8][C:9]2[C:4]([CH:5]=1)=[CH:3][C:2]([C:14]#[C:13][Si:15]([CH3:18])([CH3:17])[CH3:16])=[CH:11][CH:10]=2. The yield is 0.700. (5) The reactants are [C:1]([O:5][C@@H:6]([C:11]1[C:40]([CH3:41])=[CH:39][C:38]2=[N:42][C:35]3=[CH:36][N:37]2[C:12]=1[N:13]1[CH2:48][CH2:47][C:16]([CH3:49])([O:17][CH2:18][CH2:19][CH2:20][CH2:21][C@H:22]([CH3:46])[O:23][C:24]2[CH:25]=[C:26]([CH3:45])[CH:27]=[C:28]([F:44])[C:29]=2[C:30]2[CH:43]=[C:34]3[CH:33]=[CH:32][CH:31]=2)[CH2:15][CH2:14]1)[C:7]([O:9]C)=[O:8])([CH3:4])([CH3:3])[CH3:2].C(O[C@@H](C1C(C)=CC2=NC3=CN2C=1N1CCC(C)(OCC=CC[C@H](C)OC2C=C(F)C=CC=2C2C=C3C=CC=2)CC1)C(O)=O)(C)(C)C. No catalyst specified. The product is [C:1]([O:5][C@@H:6]([C:11]1[C:40]([CH3:41])=[CH:39][C:38]2=[N:42][C:35]3=[CH:36][N:37]2[C:12]=1[N:13]1[CH2:14][CH2:15][C:16]([CH3:49])([O:17][CH2:18][CH2:19][CH2:20][CH2:21][C@H:22]([CH3:46])[O:23][C:24]2[CH:25]=[C:26]([CH3:45])[CH:27]=[C:28]([F:44])[C:29]=2[C:30]2[CH:43]=[C:34]3[CH:33]=[CH:32][CH:31]=2)[CH2:47][CH2:48]1)[C:7]([OH:9])=[O:8])([CH3:4])([CH3:2])[CH3:3]. The yield is 0.410. (6) The reactants are [Cl:1][C:2]1[CH:7]=[CH:6][C:5]([N:8]2[C@@H:12]([C:13]3[CH:18]=[C:17]([C:19]([F:22])([F:21])[F:20])[CH:16]=[C:15]([F:23])[CH:14]=3)[C@H:11]([CH2:24][N:25]3[CH:29]=[C:28]([C:30]([OH:32])=O)[N:27]=[N:26]3)[O:10][C:9]2=[O:33])=[CH:4][CH:3]=1.CCN(C(C)C)C(C)C.CN(C(ON1N=NC2C=CC=NC1=2)=[N+](C)C)C.F[P-](F)(F)(F)(F)F.[NH2:67][N:68]1[CH2:73][CH2:72][CH2:71][CH2:70][CH2:69]1. The catalyst is CC#N. The product is [Cl:1][C:2]1[CH:7]=[CH:6][C:5]([N:8]2[C@@H:12]([C:13]3[CH:18]=[C:17]([C:19]([F:21])([F:22])[F:20])[CH:16]=[C:15]([F:23])[CH:14]=3)[C@H:11]([CH2:24][N:25]3[CH:29]=[C:28]([C:30]([NH:67][N:68]4[CH2:73][CH2:72][CH2:71][CH2:70][CH2:69]4)=[O:32])[N:27]=[N:26]3)[O:10][C:9]2=[O:33])=[CH:4][CH:3]=1. The yield is 0.370. (7) The reactants are CCN(C(C)C)C(C)C.[OH:10][C:11]1[CH:12]=[CH:13][CH:14]=[C:15]2[C:20]=1[O:19][C:18](=[O:21])[C:17]([C:22]([OH:24])=O)=[CH:16]2.CN(C(ON1N=NC2C=CC=NC1=2)=[N+](C)C)C.F[P-](F)(F)(F)(F)F.[NH:49]1[C:57]2[C:52](=[CH:53][CH:54]=[C:55]([C:58]3[CH:59]=[C:60]([NH2:64])[CH:61]=[CH:62][CH:63]=3)[CH:56]=2)[CH:51]=[CH:50]1. The catalyst is CN(C=O)C. The product is [NH:49]1[C:57]2[C:52](=[CH:53][CH:54]=[C:55]([C:58]3[CH:59]=[C:60]([NH:64][C:22]([C:17]4[C:18](=[O:21])[O:19][C:20]5[C:15]([CH:16]=4)=[CH:14][CH:13]=[CH:12][C:11]=5[OH:10])=[O:24])[CH:61]=[CH:62][CH:63]=3)[CH:56]=2)[CH:51]=[CH:50]1. The yield is 0.580. (8) The reactants are [C:1]([O:5][C:6](=[O:14])[N:7]([CH2:11][CH2:12]Cl)[CH2:8][CH2:9]Cl)([CH3:4])([CH3:3])[CH3:2].[Cl:15][C:16]1[CH:28]=[CH:27][C:19]([CH2:20][C:21]2[CH:26]=[CH:25][N:24]=[CH:23][CH:22]=2)=[CH:18][CH:17]=1.C[Si](C)(C)[N-][Si](C)(C)C.[Na+].CO. The catalyst is C1(C)C=CC=CC=1. The product is [C:1]([O:5][C:6]([N:7]1[CH2:11][CH2:12][C:20]([C:19]2[CH:27]=[CH:28][C:16]([Cl:15])=[CH:17][CH:18]=2)([C:21]2[CH:26]=[CH:25][N:24]=[CH:23][CH:22]=2)[CH2:9][CH2:8]1)=[O:14])([CH3:4])([CH3:3])[CH3:2]. The yield is 0.00700. (9) The reactants are [C:1]([NH:8][C@H:9]([C:20]([OH:22])=O)[CH2:10][CH2:11][CH2:12][NH:13][C:14]([C:16]([F:19])([F:18])[F:17])=[O:15])([O:3][C:4]([CH3:7])([CH3:6])[CH3:5])=[O:2].CN1CCOCC1.Cl[C:31]([O:33][CH2:34][C:35]1[CH:40]=[CH:39][CH:38]=[CH:37][CH:36]=1)=[O:32].Cl. The catalyst is C1COCC1.CN(C1C=CN=CC=1)C.O.CCOC(C)=O. The product is [C:1]([NH:8][C@H:9]([C:20]([C:31]([O:33][CH2:34][C:35]1[CH:40]=[CH:39][CH:38]=[CH:37][CH:36]=1)=[O:32])=[O:22])[CH2:10][CH2:11][CH2:12][NH:13][C:14]([C:16]([F:17])([F:18])[F:19])=[O:15])([O:3][C:4]([CH3:5])([CH3:6])[CH3:7])=[O:2]. The yield is 0.980. (10) The reactants are [N+:1]([C:4]1[CH:9]=[N:8][C:7]2[S:10][CH:11]=[CH:12][C:6]=2[C:5]=1O)([O-:3])=[O:2].O=P(Cl)(Cl)[Cl:16]. No catalyst specified. The product is [Cl:16][C:5]1[C:4]([N+:1]([O-:3])=[O:2])=[CH:9][N:8]=[C:7]2[S:10][CH:11]=[CH:12][C:6]=12. The yield is 0.910.